From a dataset of Reaction yield outcomes from USPTO patents with 853,638 reactions. Predict the reaction yield, written as a fraction of the theoretical maximum amount of product (1.0 means a 100% yield; for example, 0.34 means a 34% yield). (1) The reactants are [OH:1][C@@:2]1([C:9]#[C:10][C:11]2[CH:12]=[C:13]([C:17]3[N:22]=[C:21]([C:23]([OH:25])=O)[CH:20]=[C:19]([N:26]4[C:30]([CH3:31])=[CH:29][CH:28]=[N:27]4)[N:18]=3)[CH:14]=[CH:15][CH:16]=2)[CH2:6][CH2:5][N:4]([CH3:7])[C:3]1=[O:8].[Cl-].[NH4+:33]. No catalyst specified. The product is [OH:1][C@@:2]1([C:9]#[C:10][C:11]2[CH:12]=[C:13]([C:17]3[N:22]=[C:21]([C:23]([NH2:33])=[O:25])[CH:20]=[C:19]([N:26]4[C:30]([CH3:31])=[CH:29][CH:28]=[N:27]4)[N:18]=3)[CH:14]=[CH:15][CH:16]=2)[CH2:6][CH2:5][N:4]([CH3:7])[C:3]1=[O:8]. The yield is 0.0540. (2) The reactants are C(O[C:6](=O)[N:7]([CH2:9][CH:10]([O:39][Si](C(C)(C)C)(C)C)[CH2:11][O:12][C:13]1[CH:18]=[CH:17][CH:16]=[C:15]([C:19]2[N:24]=[C:23]([N:25]([CH3:32])[CH:26]3[CH2:31][CH2:30][O:29][CH2:28][CH2:27]3)[CH:22]=[C:21]([C:33]3[CH:38]=[CH:37][N:36]=[CH:35][CH:34]=3)[N:20]=2)[CH:14]=1)C)(C)(C)C.Cl. The catalyst is CO. The product is [CH3:6][NH:7][CH2:9][CH:10]([OH:39])[CH2:11][O:12][C:13]1[CH:18]=[CH:17][CH:16]=[C:15]([C:19]2[N:24]=[C:23]([N:25]([CH3:32])[CH:26]3[CH2:27][CH2:28][O:29][CH2:30][CH2:31]3)[CH:22]=[C:21]([C:33]3[CH:38]=[CH:37][N:36]=[CH:35][CH:34]=3)[N:20]=2)[CH:14]=1. The yield is 0.560.